This data is from NCI-60 drug combinations with 297,098 pairs across 59 cell lines. The task is: Regression. Given two drug SMILES strings and cell line genomic features, predict the synergy score measuring deviation from expected non-interaction effect. (1) Drug 1: CN1CCC(CC1)COC2=C(C=C3C(=C2)N=CN=C3NC4=C(C=C(C=C4)Br)F)OC. Drug 2: C1CCC(C1)C(CC#N)N2C=C(C=N2)C3=C4C=CNC4=NC=N3. Cell line: K-562. Synergy scores: CSS=40.6, Synergy_ZIP=0.0186, Synergy_Bliss=3.57, Synergy_Loewe=-13.5, Synergy_HSA=1.46. (2) Drug 1: CN(CCCl)CCCl.Cl. Drug 2: C1CN(P(=O)(OC1)NCCCl)CCCl. Cell line: NCIH23. Synergy scores: CSS=12.5, Synergy_ZIP=-7.86, Synergy_Bliss=-1.82, Synergy_Loewe=-2.14, Synergy_HSA=-1.75. (3) Cell line: SK-OV-3. Drug 2: CC12CCC3C(C1CCC2OP(=O)(O)O)CCC4=C3C=CC(=C4)OC(=O)N(CCCl)CCCl.[Na+]. Drug 1: CCC1(C2=C(COC1=O)C(=O)N3CC4=CC5=C(C=CC(=C5CN(C)C)O)N=C4C3=C2)O.Cl. Synergy scores: CSS=9.05, Synergy_ZIP=-6.20, Synergy_Bliss=-0.510, Synergy_Loewe=-18.1, Synergy_HSA=-3.52. (4) Drug 1: C1=C(C(=O)NC(=O)N1)N(CCCl)CCCl. Drug 2: C1=NC2=C(N1)C(=S)N=CN2. Cell line: RXF 393. Synergy scores: CSS=3.60, Synergy_ZIP=-13.0, Synergy_Bliss=-22.1, Synergy_Loewe=-20.9, Synergy_HSA=-18.5.